From a dataset of Full USPTO retrosynthesis dataset with 1.9M reactions from patents (1976-2016). Predict the reactants needed to synthesize the given product. Given the product [Cl:12][C:9]1[N:8]=[N:7][C:6]([N:5]([CH3:13])[CH:3]2[CH2:2][N:1]([C:17]([C:16]3[CH:20]=[C:21]([CH:22]=[CH:23][C:15]=3[F:14])[CH:24]=[O:25])=[O:18])[CH2:4]2)=[CH:11][CH:10]=1, predict the reactants needed to synthesize it. The reactants are: [NH:1]1[CH2:4][CH:3]([N:5]([CH3:13])[C:6]2[N:7]=[N:8][C:9]([Cl:12])=[CH:10][CH:11]=2)[CH2:2]1.[F:14][C:15]1[CH:23]=[CH:22][C:21]([CH:24]=[O:25])=[CH:20][C:16]=1[C:17](O)=[O:18].F[P-](F)(F)(F)(F)F.N1(OC(N(C)C)=[N+](C)C)C2C=CC=CC=2N=N1.C(N(CC)C(C)C)(C)C.